From a dataset of Reaction yield outcomes from USPTO patents with 853,638 reactions. Predict the reaction yield, written as a fraction of the theoretical maximum amount of product (1.0 means a 100% yield; for example, 0.34 means a 34% yield). (1) The reactants are [H-].[Na+].[O:3]=[C:4]1[CH2:12][C:11]2[C:6](=[CH:7][CH:8]=[C:9]([C:13]#[N:14])[CH:10]=2)[NH:5]1.Cl[C:16]1[C:25]2[C:20](=[CH:21][C:22]([O:26][CH2:27][CH2:28][O:29][CH2:30][CH2:31][O:32][CH3:33])=[CH:23][CH:24]=2)[CH:19]=[CH:18][N:17]=1.[F:34][C:35]([F:40])([F:39])[C:36]([O-:38])=[O:37]. The catalyst is O1CCCC1.O1CCCC1.CN1CCCC1=O. The product is [F:34][C:35]([F:40])([F:39])[C:36]([OH:38])=[O:37].[CH3:33][O:32][CH2:31][CH2:30][O:29][CH2:28][CH2:27][O:26][C:22]1[CH:21]=[C:20]2[C:25](=[CH:24][CH:23]=1)[C:16]([CH:12]1[C:11]3[C:6](=[CH:7][CH:8]=[C:9]([C:13]#[N:14])[CH:10]=3)[NH:5][C:4]1=[O:3])=[N:17][CH:18]=[CH:19]2. The yield is 0.270. (2) The reactants are [Br:1][CH2:2][CH2:3][CH2:4][CH2:5][CH2:6][CH2:7][O:8][C:9]1[CH:16]=[CH:15][C:12]([CH:13]=O)=[C:11]([OH:17])[CH:10]=1.[OH2:18].[NH2:19][NH2:20]. The catalyst is C(O)C. The product is [N:19](=[CH:13]/[C:12]1[C:11]([OH:18])=[CH:10][C:9]([O:8][CH2:7][CH2:6][CH2:5][CH2:4][CH2:3][CH2:2][Br:1])=[CH:16][CH:15]=1)\[N:20]=[CH:13]\[C:12]1[C:11]([OH:17])=[CH:10][C:9]([O:8][CH2:7][CH2:6][CH2:5][CH2:4][CH2:3][CH2:2][Br:1])=[CH:16][CH:15]=1. The yield is 0.850.